This data is from Full USPTO retrosynthesis dataset with 1.9M reactions from patents (1976-2016). The task is: Predict the reactants needed to synthesize the given product. (1) Given the product [O:38]=[C:19]([N:11]1[C:12]2[C:17](=[CH:16][CH:15]=[CH:14][CH:13]=2)[CH2:18][C@H:10]1[C:8](=[O:9])[NH:7][CH2:6][C:5]1[N:4]=[N:3][NH:2][N:1]=1)[CH2:20][NH:21][C:22]([C@@H:23]([NH:29][C:30]([CH2:40][CH2:41][C:42]([OH:44])=[O:43])=[O:36])[C:24]1[S:25][CH:26]=[CH:27][CH:28]=1)=[O:37], predict the reactants needed to synthesize it. The reactants are: [N:1]1[NH:2][N:3]=[N:4][C:5]=1[CH2:6][NH:7][C:8]([C@@H:10]1[CH2:18][C:17]2[C:12](=[CH:13][CH:14]=[CH:15][CH:16]=2)[N:11]1[C:19](=[O:38])[CH2:20][NH:21][C:22](=[O:37])[C@H:23]([NH:29][C:30](=[O:36])OC(C)(C)C)[C:24]1[S:25][CH:26]=[CH:27][CH:28]=1)=[O:9].C1(=O)[O:44][C:42](=[O:43])[CH2:41][CH2:40]1. (2) Given the product [C:5]1([NH:4][C:2](=[O:3])[C:1]([OH:12])=[O:11])[CH:6]=[CH:7][CH:8]=[CH:9][CH:10]=1, predict the reactants needed to synthesize it. The reactants are: [C:1]([O:12]CC)(=[O:11])[C:2]([NH:4][C:5]1[CH:10]=[CH:9][CH:8]=[CH:7][CH:6]=1)=[O:3].[OH-].[Na+].Cl.C(OCC)(=O)C. (3) Given the product [C:1]([C:5]1[CH:6]=[C:7]([CH:39]=[C:40]([C:42]([O:44][CH3:45])=[O:43])[CH:41]=1)[CH2:8][CH:9]([CH2:16][CH2:17][CH2:18][S:19][C:20]([C:27]1[CH:28]=[CH:29][CH:30]=[CH:31][CH:32]=1)([C:33]1[CH:38]=[CH:37][CH:36]=[CH:35][CH:34]=1)[C:21]1[CH:26]=[CH:25][CH:24]=[CH:23][CH:22]=1)[C:10]([OH:12])=[O:11])([CH3:4])([CH3:2])[CH3:3], predict the reactants needed to synthesize it. The reactants are: [C:1]([C:5]1[CH:6]=[C:7]([CH:39]=[C:40]([C:42]([O:44][CH3:45])=[O:43])[CH:41]=1)[CH2:8][C:9]([CH2:16][CH2:17][CH2:18][S:19][C:20]([C:33]1[CH:38]=[CH:37][CH:36]=[CH:35][CH:34]=1)([C:27]1[CH:32]=[CH:31][CH:30]=[CH:29][CH:28]=1)[C:21]1[CH:26]=[CH:25][CH:24]=[CH:23][CH:22]=1)(C(O)=O)[C:10]([OH:12])=[O:11])([CH3:4])([CH3:3])[CH3:2]. (4) Given the product [O:29]1[C:21]2[CH:22]=[CH:23][CH:24]=[CH:25][C:26]=2[CH:27]=[C:19]1[C:6]1[C:5]([N:4]([CH:1]2[CH2:3][CH2:2]2)[CH3:28])=[N:14][C:13]2[C:8](=[CH:9][CH:10]=[C:11]([C:15]([OH:17])=[O:16])[CH:12]=2)[N:7]=1, predict the reactants needed to synthesize it. The reactants are: [CH:1]1([N:4]([CH3:28])[C:5]2[C:6]([CH:19]3[CH2:27][C:26]4[C:21](=[CH:22][CH:23]=[CH:24][CH:25]=4)C3)=[N:7][C:8]3[C:13]([N:14]=2)=[CH:12][C:11]([C:15]([O:17]C)=[O:16])=[CH:10][CH:9]=3)[CH2:3][CH2:2]1.[OH:29][Li].O.O. (5) Given the product [CH3:11][C:10]1[O:9][N:8]=[C:7]([C:12]2[CH:17]=[CH:16][N:15]=[CH:14][N:13]=2)[C:6]=1[C:4]([OH:5])=[O:3], predict the reactants needed to synthesize it. The reactants are: C([O:3][C:4]([C:6]1[C:7]([C:12]2[CH:17]=[CH:16][N:15]=[CH:14][N:13]=2)=[N:8][O:9][C:10]=1[CH3:11])=[O:5])C.COC(C1C=NC(OCC2C(C3C=CC(Cl)=CC=3)=NOC=2)=CN=1)=O. (6) Given the product [F:31][C:32]1[CH:38]=[C:37]([S:39]([CH3:42])(=[O:40])=[O:41])[CH:36]=[C:35]2[C:33]=1[NH:34][C:44]([CH3:45])=[CH:43]2, predict the reactants needed to synthesize it. The reactants are: C(N1C(=O)C=CC(C2C3C(=C(F)C=C(Cl)C=3)N(CC(O)=O)C=2C)=N1)C1C=CC=CC=1.[F:31][C:32]1[CH:38]=[C:37]([S:39]([CH3:42])(=[O:41])=[O:40])[CH:36]=[C:35]([C:43]#[C:44][CH3:45])[C:33]=1[NH2:34].